From a dataset of Forward reaction prediction with 1.9M reactions from USPTO patents (1976-2016). Predict the product of the given reaction. (1) Given the reactants C(Cl)(=O)C(Cl)=O.[CH2:7]([C:14]1[CH:15]=[C:16]([CH2:21][CH:22]([O:26][CH2:27][CH3:28])[C:23]([OH:25])=[O:24])[CH:17]=[CH:18][C:19]=1[OH:20])[C:8]1[CH:13]=[CH:12][CH:11]=[CH:10][CH:9]=1.CN(C=O)C.[CH2:34](O)[C:35]1[CH:40]=[CH:39][CH:38]=[CH:37][CH:36]=1, predict the reaction product. The product is: [CH2:34]([O:24][C:23](=[O:25])[CH:22]([O:26][CH2:27][CH3:28])[CH2:21][C:16]1[CH:17]=[CH:18][C:19]([OH:20])=[C:14]([CH2:7][C:8]2[CH:13]=[CH:12][CH:11]=[CH:10][CH:9]=2)[CH:15]=1)[C:35]1[CH:40]=[CH:39][CH:38]=[CH:37][CH:36]=1. (2) Given the reactants [N:1]1[CH:6]=[CH:5][CH:4]=[CH:3][C:2]=1[NH:7][C:8]1[CH:13]=[CH:12][CH:11]=[CH:10][C:9]=1[NH2:14].[CH3:15][C:16]1[CH:26]=[CH:25][C:19](/[CH:20]=[CH:21]/[C:22]([Cl:24])=O)=[CH:18][CH:17]=1.N1C=CC=CC=1N1C2C=CC=CC=2N=C1/C=C/C1C=CC=CC=1.Cl, predict the reaction product. The product is: [ClH:24].[N:1]1[CH:6]=[CH:5][CH:4]=[CH:3][C:2]=1[N:7]1[C:8]2[CH:13]=[CH:12][CH:11]=[CH:10][C:9]=2[N:14]=[C:22]1/[CH:21]=[CH:20]/[C:19]1[CH:25]=[CH:26][C:16]([CH3:15])=[CH:17][CH:18]=1. (3) Given the reactants [CH3:1][C:2]1[CH:19]=[CH:18][C:5]([CH2:6][C:7]2[N:11]=[C:10]([C@H:12]3[CH2:16][CH2:15][C@H:14]([NH2:17])[CH2:13]3)[O:9][N:8]=2)=[CH:4][CH:3]=1.CCN(C(C)C)C(C)C.Cl[C:30]1[N:35]=[CH:34][N:33]=[C:32]2[N:36](C3CCCCO3)[N:37]=[CH:38][C:31]=12, predict the reaction product. The product is: [CH3:1][C:2]1[CH:3]=[CH:4][C:5]([CH2:6][C:7]2[N:11]=[C:10]([C@H:12]3[CH2:16][CH2:15][C@H:14]([NH:17][C:30]4[N:35]=[CH:34][N:33]=[C:32]5[NH:36][N:37]=[CH:38][C:31]=45)[CH2:13]3)[O:9][N:8]=2)=[CH:18][CH:19]=1.